From a dataset of Reaction yield outcomes from USPTO patents with 853,638 reactions. Predict the reaction yield, written as a fraction of the theoretical maximum amount of product (1.0 means a 100% yield; for example, 0.34 means a 34% yield). (1) The reactants are [Cl:1][C:2]1[N:7]=[C:6]([NH:8][CH:9]2[CH2:14][CH2:13][O:12][CH2:11][CH2:10]2)[C:5]([N+:15]([O-])=O)=[CH:4][N:3]=1. The catalyst is [Pt].C(OCC)(=O)C.[Br-].[Zn+2].[Br-]. The product is [Cl:1][C:2]1[N:7]=[C:6]([NH:8][CH:9]2[CH2:10][CH2:11][O:12][CH2:13][CH2:14]2)[C:5]([NH2:15])=[CH:4][N:3]=1. The yield is 1.00. (2) The reactants are Cl[CH2:2][C:3]([NH:5][C:6]1[S:7][C:8]([C:16]([C:18]2[CH:23]=[CH:22][CH:21]=[CH:20][N:19]=2)=[O:17])=[C:9]([C:11]2[O:12][CH:13]=[CH:14][CH:15]=2)[N:10]=1)=[O:4].[N:24]1[CH:29]=[CH:28][CH:27]=[N:26][C:25]=1[N:30]1[CH2:35][CH2:34][NH:33][CH2:32][CH2:31]1.O.C(=O)(O)[O-].[Na+]. The yield is 0.840. The product is [O:12]1[CH:13]=[CH:14][CH:15]=[C:11]1[C:9]1[N:10]=[C:6]([NH:5][C:3](=[O:4])[CH2:2][N:33]2[CH2:34][CH2:35][N:30]([C:25]3[N:24]=[CH:29][CH:28]=[CH:27][N:26]=3)[CH2:31][CH2:32]2)[S:7][C:8]=1[C:16]([C:18]1[CH:23]=[CH:22][CH:21]=[CH:20][N:19]=1)=[O:17]. The catalyst is C1COCC1.